The task is: Predict which catalyst facilitates the given reaction.. This data is from Catalyst prediction with 721,799 reactions and 888 catalyst types from USPTO. (1) Reactant: [CH3:1][N:2]([CH2:4][C:5]1[C:13]2[O:12][N:11]=[C:10]([CH2:14][CH2:15][CH:16]3[CH2:21][CH2:20][N:19](C(OC(C)(C)C)=O)[CH2:18][CH2:17]3)[C:9]=2[CH:8]=[CH:7][C:6]=1[N:29]1[CH2:34][CH2:33][CH2:32][CH2:31][CH2:30]1)[CH3:3].FC(F)(F)C(O)=O.N.C(=O)(O)[O-].[Na+].[Cl-].[Na+]. Product: [CH3:1][N:2]([CH2:4][C:5]1[C:13]2[O:12][N:11]=[C:10]([CH2:14][CH2:15][CH:16]3[CH2:21][CH2:20][NH:19][CH2:18][CH2:17]3)[C:9]=2[CH:8]=[CH:7][C:6]=1[N:29]1[CH2:34][CH2:33][CH2:32][CH2:31][CH2:30]1)[CH3:3]. The catalyst class is: 526. (2) Reactant: [F:1][C:2]1[CH:17]=[C:16]([F:18])[CH:15]=[CH:14][C:3]=1[O:4][C:5]1[CH:12]=[CH:11][C:8]([C:9]#[N:10])=[C:7]([CH3:13])[N:6]=1.CO[CH:21](OC)[N:22]([CH3:24])[CH3:23]. Product: [F:1][C:2]1[CH:17]=[C:16]([F:18])[CH:15]=[CH:14][C:3]=1[O:4][C:5]1[CH:12]=[CH:11][C:8]([C:9]#[N:10])=[C:7](/[CH:13]=[CH:21]/[N:22]([CH3:24])[CH3:23])[N:6]=1. The catalyst class is: 3. (3) Reactant: [OH-].[Na+].[CH2:3]=[CH:4][CH2:5][NH2:6].[CH2:7]1[O:9][CH:8]1[CH2:10][Cl:11].[ClH:12].[Br-].Br[CH2:15][CH2:16][CH2:17][CH2:18][CH2:19][CH2:20][N+:21]([CH3:24])([CH3:23])[CH3:22].Cl.[CH3:26]O. Product: [CH3:15][CH2:16][CH2:17][CH2:18][CH2:19][CH2:20][CH2:26][CH2:3][CH2:4][CH2:5][NH:6][CH2:7][CH:8]=[CH2:10].[CH3:22][N+:21]([CH2:20][CH2:19][CH2:18][CH2:17][CH2:16][CH2:15][NH:6][CH2:5][CH:4]=[CH2:3])([CH3:24])[CH3:23].[CH2:3]=[CH:4][CH2:5][NH2:6].[CH2:7]1[O:9][CH:8]1[CH2:10][Cl:11].[ClH:12].[Cl-:11]. The catalyst class is: 6. (4) Reactant: [Cl:1][C:2]1[C:3]([F:28])=[C:4]([CH:8]2[C:12]([C:15]3[CH:20]=[CH:19][C:18]([Cl:21])=[CH:17][C:16]=3[F:22])([C:13]#[N:14])[CH:11]([CH2:23][C:24]([CH3:27])([CH3:26])[CH3:25])[CH2:10][NH:9]2)[CH:5]=[CH:6][CH:7]=1.[C:29](O)(=[O:39])[C:30]1[CH:38]=[CH:37][C:33]([C:34]([OH:36])=[O:35])=[CH:32][CH:31]=1.CN(C(ON1N=NC2C=CC=NC1=2)=[N+](C)C)C.F[P-](F)(F)(F)(F)F.CCN(C(C)C)C(C)C. Product: [Cl:1][C:2]1[C:3]([F:28])=[C:4]([C@@H:8]2[C@:12]([C:15]3[CH:20]=[CH:19][C:18]([Cl:21])=[CH:17][C:16]=3[F:22])([C:13]#[N:14])[C@H:11]([CH2:23][C:24]([CH3:25])([CH3:27])[CH3:26])[CH2:10][N:9]2[C:29]([C:30]2[CH:38]=[CH:37][C:33]([C:34]([OH:36])=[O:35])=[CH:32][CH:31]=2)=[O:39])[CH:5]=[CH:6][CH:7]=1. The catalyst class is: 2.